This data is from Forward reaction prediction with 1.9M reactions from USPTO patents (1976-2016). The task is: Predict the product of the given reaction. (1) Given the reactants [Cl:1][C:2]1[CH:7]=[CH:6][CH:5]=[C:4]([F:8])[C:3]=1[OH:9].C([O-])([O-])=O.[K+].[K+].[CH3:16][C:17]([CH3:19])=O, predict the reaction product. The product is: [CH2:16]([O:9][C:3]1[C:4]([F:8])=[CH:5][CH:6]=[CH:7][C:2]=1[Cl:1])[C:17]1[CH:19]=[CH:4][CH:3]=[CH:2][CH:7]=1. (2) Given the reactants [CH3:1][C:2]1([CH3:15])[O:11][C:10]2[C:5](=[CH:6][C:7]([C:12]#[N:13])=[CH:8][CH:9]=2)[CH:4]2[O:14][CH:3]12.[Cl:16][C:17]1[CH:18]=[CH:19][C:20]2[O:24][C:23]([NH2:25])=[N:22][C:21]=2[CH:26]=1, predict the reaction product. The product is: [Cl:16][C:17]1[CH:18]=[CH:19][C:20]2[O:24][C:23]([NH:25][CH:4]3[C:5]4[C:10](=[CH:9][CH:8]=[C:7]([C:12]#[N:13])[CH:6]=4)[O:11][C:2]([CH3:15])([CH3:1])[CH:3]3[OH:14])=[N:22][C:21]=2[CH:26]=1. (3) Given the reactants Cl.Cl.[N:3]1[C:11]2[C:6](=[N:7][CH:8]=[CH:9][CH:10]=2)[S:5][C:4]=1[NH2:12].ClC1C(C(C)C)=C(C)N=C(N)N=1.C(N(CC)C(C)C)(C)C, predict the reaction product. The product is: [N:3]1[C:11]2[C:6](=[N:7][CH:8]=[CH:9][CH:10]=2)[S:5][C:4]=1[NH2:12]. (4) Given the reactants Cl[C:2]1[CH:7]=[C:6]([CH3:8])[CH:5]=[C:4]([Cl:9])[N:3]=1.CO[CH2:12][CH2:13]OC, predict the reaction product. The product is: [Cl:9][C:4]1[N:3]=[C:2]([CH:12]=[CH2:13])[CH:7]=[C:6]([CH3:8])[CH:5]=1. (5) Given the reactants [CH3:1][O:2][C:3]1[CH:4]=[C:5]2[C:9](=[CH:10][CH:11]=1)[N:8]([CH3:12])[CH:7]=[C:6]2[CH:13]=O.[CH3:15][N:16]1C2C(=CC=CC=2)C(C)=C1C=O, predict the reaction product. The product is: [CH3:1][O:2][C:3]1[CH:4]=[C:5]2[C:9](=[CH:10][CH:11]=1)[N:8]([CH3:12])[CH:7]=[C:6]2[CH2:13][NH:16][CH3:15]. (6) Given the reactants Cl.C([O:5][C:6]1[C:11]([Cl:12])=[CH:10][C:9]([Cl:13])=[CH:8][C:7]=1[CH:14]([NH:20][C:21]1[CH:26]=[CH:25][C:24]([C:27](=[NH:29])[NH2:28])=[CH:23][CH:22]=1)[C:15]([O:17][CH2:18][CH3:19])=[O:16])C=C.[H][H], predict the reaction product. The product is: [ClH:12].[C:27]([C:24]1[CH:25]=[CH:26][C:21]([NH:20][CH:14]([C:7]2[CH:8]=[C:9]([Cl:13])[CH:10]=[C:11]([Cl:12])[C:6]=2[OH:5])[C:15]([O:17][CH2:18][CH3:19])=[O:16])=[CH:22][CH:23]=1)(=[NH:28])[NH2:29].